This data is from Full USPTO retrosynthesis dataset with 1.9M reactions from patents (1976-2016). The task is: Predict the reactants needed to synthesize the given product. (1) Given the product [CH3:9][O:8][C:5]1[C:4]([NH:10][C:11](=[O:28])[C@@H:12]([NH:20][C:21](=[O:27])[O:22][C:23]([CH3:26])([CH3:25])[CH3:24])[CH2:13][C:14]2[CH:19]=[CH:18][CH:17]=[CH:16][CH:15]=2)=[CH:3][C:2]([C:37]2[CH:38]=[N:39][NH:40][CH:41]=2)=[CH:7][N:6]=1, predict the reactants needed to synthesize it. The reactants are: Br[C:2]1[CH:3]=[C:4]([NH:10][C:11](=[O:28])[C@@H:12]([NH:20][C:21](=[O:27])[O:22][C:23]([CH3:26])([CH3:25])[CH3:24])[CH2:13][C:14]2[CH:19]=[CH:18][CH:17]=[CH:16][CH:15]=2)[C:5]([O:8][CH3:9])=[N:6][CH:7]=1.CC1(C)C(C)(C)OB([C:37]2[CH:38]=[N:39][NH:40][CH:41]=2)O1.[O-]P([O-])([O-])=O.[K+].[K+].[K+].CC(C1C=C(C(C)C)C(C2C=CC=CC=2P(C2CCCCC2)C2CCCCC2)=C(C(C)C)C=1)C. (2) Given the product [F:15][C:3]1[C:4]([CH:11]([CH3:13])[CH3:12])=[C:5]([C:9]#[N:10])[C:6](=[O:8])[NH:7][C:2]=1[CH3:1], predict the reactants needed to synthesize it. The reactants are: [CH3:1][C:2]1[NH:7][C:6](=[O:8])[C:5]([C:9]#[N:10])=[C:4]([CH:11]([CH3:13])[CH3:12])[CH:3]=1.[B-](F)(F)(F)[F:15].[B-](F)(F)(F)F.C1[N+]2(CCl)CC[N+](F)(CC2)C1. (3) Given the product [Cl:1][C:2]1[CH:3]=[CH:4][C:5]([C:8]([NH:27][C:28]2[S:29][CH:32]=[C:33]([C:34]([F:37])([F:36])[F:35])[N:30]=2)([C:16]2[CH:21]=[C:20]([C:22]([F:23])([F:25])[F:24])[CH:19]=[C:18]([F:26])[CH:17]=2)[CH2:9][C:10]2[CH:11]=[CH:12][CH:13]=[CH:14][CH:15]=2)=[N:6][CH:7]=1, predict the reactants needed to synthesize it. The reactants are: [Cl:1][C:2]1[CH:3]=[CH:4][C:5]([C:8]([NH:27][C:28]([NH2:30])=[S:29])([C:16]2[CH:21]=[C:20]([C:22]([F:25])([F:24])[F:23])[CH:19]=[C:18]([F:26])[CH:17]=2)[CH2:9][C:10]2[CH:15]=[CH:14][CH:13]=[CH:12][CH:11]=2)=[N:6][CH:7]=1.Br[CH2:32][C:33](=O)[C:34]([F:37])([F:36])[F:35]. (4) Given the product [CH2:1]([O:3][C:4]1[CH:9]=[CH:8][C:7]([C:10]2[Te:14][C:13]([CH:15]=[CH:19][CH3:20])=[CH:12][CH:11]=2)=[C:6]([F:17])[C:5]=1[F:18])[CH3:2], predict the reactants needed to synthesize it. The reactants are: [CH2:1]([O:3][C:4]1[CH:9]=[CH:8][C:7]([C:10]2[Te:14][C:13]([CH:15]=O)=[CH:12][CH:11]=2)=[C:6]([F:17])[C:5]=1[F:18])[CH3:2].[CH3:19][C:20](C)([O-])C.[K+]. (5) The reactants are: [NH2:1][C:2]([C:4]1[CH:5]=[C:6](CO)[CH:7]=[C:8]2[C:13]=1[N:12]=[CH:11][N:10]=[C:9]2[NH:14][CH2:15][C:16]1[CH:17]=[C:18]([NH:22]C(=O)OC(C)(C)C)[CH:19]=[CH:20][CH:21]=1)=[O:3].Cl.O1CCOC[CH2:34]1. Given the product [NH2:22][C:18]1[CH:17]=[C:16]([C@H:15]([NH:14][C:9]2[C:8]3[C:13](=[C:4]([C:2]([NH2:1])=[O:3])[CH:5]=[CH:6][CH:7]=3)[N:12]=[CH:11][N:10]=2)[CH3:34])[CH:21]=[CH:20][CH:19]=1, predict the reactants needed to synthesize it. (6) Given the product [S:24]1[C:25]2[CH:31]=[CH:30][CH:29]=[CH:28][C:26]=2[N:27]=[C:23]1[NH2:22], predict the reactants needed to synthesize it. The reactants are: BrC1N2C=CC=CC2=NC=1.N1(CCNC([NH:22][C:23]2[S:24][C:25]3[CH:31]=[C:30](S)[CH:29]=[CH:28][C:26]=3[N:27]=2)=O)CCOCC1.C(=O)([O-])[O-].[K+].[K+].CS(C)=O. (7) Given the product [S:6]1[C:10]2[CH:11]=[C:12]([N:15]3[CH:20]=[CH:19][NH:18][C:16]3=[O:17])[CH:13]=[CH:14][C:9]=2[N:8]=[CH:7]1, predict the reactants needed to synthesize it. The reactants are: OS(O)(=O)=O.[S:6]1[C:10]2[CH:11]=[C:12]([NH:15][C:16]([NH:18][CH2:19][CH:20](OC)OC)=[O:17])[CH:13]=[CH:14][C:9]=2[N:8]=[CH:7]1.CO.[OH-].[K+].